From a dataset of Reaction yield outcomes from USPTO patents with 853,638 reactions. Predict the reaction yield, written as a fraction of the theoretical maximum amount of product (1.0 means a 100% yield; for example, 0.34 means a 34% yield). (1) The reactants are C[O:2][C:3]([C:5]1[CH:6]=[CH:7][C:8]2[S:9][CH2:10][C:11](=[O:15])[NH:12][C:13]=2[N:14]=1)=O.C([BH-](CC)CC)C.[Li+].C(O)(=O)C.OO.S(S([O-])=O)([O-])(=O)=O.[Na+].[Na+]. The catalyst is C1COCC1.CO. The product is [OH:2][CH2:3][C:5]1[CH:6]=[CH:7][C:8]2[S:9][CH2:10][C:11](=[O:15])[NH:12][C:13]=2[N:14]=1. The yield is 0.730. (2) The reactants are [N:1]1([C:7]2[N:12]=[C:11]3[NH:13][N:14]=[C:15]([C:16]([O:18][CH3:19])=[O:17])[C:10]3=[CH:9][CH:8]=2)[CH2:6][CH2:5][O:4][CH2:3][CH2:2]1.[I:20][C:21]1[CH:22]=[C:23](B(O)O)[CH:24]=[CH:25][CH:26]=1. No catalyst specified. The product is [I:20][C:21]1[CH:26]=[C:25]([N:13]2[C:11]3=[N:12][C:7]([N:1]4[CH2:2][CH2:3][O:4][CH2:5][CH2:6]4)=[CH:8][CH:9]=[C:10]3[C:15]([C:16]([O:18][CH3:19])=[O:17])=[N:14]2)[CH:24]=[CH:23][CH:22]=1. The yield is 0.400. (3) The reactants are [F:1][C:2]1[CH:7]=[C:6]([F:8])[CH:5]=[CH:4][C:3]=1[C:9]1[N:10]=[C:11]([NH2:15])[N:12]=[N:13][CH:14]=1.[Br:16]N1C(=O)CCC1=O. No catalyst specified. The product is [Br:16][C:14]1[N:13]=[N:12][C:11]([NH2:15])=[N:10][C:9]=1[C:3]1[CH:4]=[CH:5][C:6]([F:8])=[CH:7][C:2]=1[F:1]. The yield is 0.210. (4) The reactants are [Cl-].O[NH3+:3].[C:4](=[O:7])([O-])[OH:5].[Na+].CS(C)=O.[CH3:13][C:14]1[CH:19]=[C:18]([CH3:20])[N:17]=[CH:16][C:15]=1[O:21][C:22]1[C:27](=[O:28])[N:26]([CH2:29][C:30]2[CH:35]=[CH:34][C:33]([C:36]3[C:37]([C:42]#[N:43])=[CH:38][CH:39]=[CH:40][CH:41]=3)=[CH:32][CH:31]=2)[C:25]([CH2:44][CH2:45][CH3:46])=[N:24][C:23]=1[CH2:47][CH3:48]. The catalyst is C(OCC)(=O)C. The product is [CH3:13][C:14]1[CH:19]=[C:18]([CH3:20])[N:17]=[CH:16][C:15]=1[O:21][C:22]1[C:27](=[O:28])[N:26]([CH2:29][C:30]2[CH:35]=[CH:34][C:33]([C:36]3[CH:41]=[CH:40][CH:39]=[CH:38][C:37]=3[C:42]3[NH:3][C:4](=[O:7])[O:5][N:43]=3)=[CH:32][CH:31]=2)[C:25]([CH2:44][CH2:45][CH3:46])=[N:24][C:23]=1[CH2:47][CH3:48]. The yield is 0.600. (5) The reactants are [CH3:1][N:2]([C:4]([O:8]N1N=NC2C=CC=NC1=2)=[N+](C)C)[CH3:3].F[P-](F)(F)(F)(F)F.C(OC([NH:32][C:33]1[N:38]=[C:37]([CH3:39])[C:36]([CH2:40][NH:41][C:42]2[C:43]3[C:44](=[N:48][N:49]([CH2:51][C:52]4[CH:66]=[CH:65][C:55]([CH2:56][N:57]5[CH:61]=[CH:60][C:59](C(O)=O)=[N:58]5)=[CH:54][CH:53]=4)[CH:50]=3)[N:45]=[CH:46][N:47]=2)=[C:35]([CH3:67])[CH:34]=1)=O)(C)(C)C.CNC.C1COCC1.CCN(C(C)C)C(C)C. The catalyst is CN(C)C=O.O. The product is [NH2:32][C:33]1[N:38]=[C:37]([CH3:39])[C:36]([CH2:40][NH:41][C:42]2[C:43]3[C:44](=[N:48][N:49]([CH2:51][C:52]4[CH:66]=[CH:65][C:55]([CH2:56][N:57]5[CH:61]=[C:60]([C:4]([N:2]([CH3:3])[CH3:1])=[O:8])[CH:59]=[N:58]5)=[CH:54][CH:53]=4)[CH:50]=3)[N:45]=[CH:46][N:47]=2)=[C:35]([CH3:67])[CH:34]=1. The yield is 0.170. (6) The reactants are [C:1]([C:4]1[CH:5]=[CH:6][C:7]([C:13]2[CH2:18][CH2:17][CH2:16][CH:15]([NH:19][C:20](=[O:26])[O:21][C:22]([CH3:25])([CH3:24])[CH3:23])[CH:14]=2)=[C:8]2[C:12]=1[NH:11][CH:10]=[CH:9]2)(=[O:3])[NH2:2].C(C1C=CC(C2CC(NC(=O)OC(C)(C)C)CCC=2)=C2C=1NC=C2)(=O)N. The catalyst is C1COCC1.[Pd]. The product is [C:1]([C:4]1[CH:5]=[CH:6][C:7]([CH:13]2[CH2:18][CH2:17][CH2:16][CH:15]([NH:19][C:20](=[O:26])[O:21][C:22]([CH3:24])([CH3:23])[CH3:25])[CH2:14]2)=[C:8]2[C:12]=1[NH:11][CH:10]=[CH:9]2)(=[O:3])[NH2:2]. The yield is 0.960. (7) The reactants are [CH:1]1([C:4]2[NH:5][C:6]3[CH:7]=[CH:8][CH:9]=[CH:10][C:11]=3[C:12]3[C:13]=2[C:14](=[O:26])[N:15]([C:17]2[CH:25]=[CH:24][C:20]([C:21](Cl)=[O:22])=[CH:19][CH:18]=2)[N:16]=3)[CH2:3][CH2:2]1.[CH3:27][N:28]([CH3:33])[CH2:29][CH2:30][CH2:31][NH2:32]. The yield is 0.470. The product is [CH3:27][N:28]([CH3:33])[CH2:29][CH2:30][CH2:31][NH:32][C:21](=[O:22])[C:20]1[CH:19]=[CH:18][C:17]([N:15]2[C:14](=[O:26])[C:13]3=[C:4]([CH:1]4[CH2:3][CH2:2]4)[NH:5][C:6]4[CH:7]=[CH:8][CH:9]=[CH:10][C:11]=4[C:12]3=[N:16]2)=[CH:25][CH:24]=1. The catalyst is O1CCCC1.